Dataset: Catalyst prediction with 721,799 reactions and 888 catalyst types from USPTO. Task: Predict which catalyst facilitates the given reaction. (1) Reactant: [CH3:1][N:2]1[CH2:7][CH2:6][NH:5][CH2:4][CH2:3]1.[Cl:8][C:9]1[C:10]([C:28]2[C:36]3[C:31](=[CH:32][CH:33]=[CH:34][CH:35]=3)[N:30]([CH3:37])[CH:29]=2)=[N:11][C:12]([NH:15][C:16]2[CH:21]=[C:20]([N+:22]([O-:24])=[O:23])[C:19](F)=[CH:18][C:17]=2[O:26][CH3:27])=[N:13][CH:14]=1. Product: [Cl:8][C:9]1[C:10]([C:28]2[C:36]3[C:31](=[CH:32][CH:33]=[CH:34][CH:35]=3)[N:30]([CH3:37])[CH:29]=2)=[N:11][C:12]([NH:15][C:16]2[CH:21]=[C:20]([N+:22]([O-:24])=[O:23])[C:19]([N:5]3[CH2:6][CH2:7][N:2]([CH3:1])[CH2:3][CH2:4]3)=[CH:18][C:17]=2[O:26][CH3:27])=[N:13][CH:14]=1. The catalyst class is: 836. (2) Product: [N:44]1[CH:45]=[CH:46][N:47]=[CH:48][C:43]=1[C:3]1[N:4]2[C:9]([CH:8]=[CH:7][CH:6]=[CH:5]2)=[CH:1][C:2]=1[C:10]([O:12][CH2:13][CH3:14])=[O:11]. The catalyst class is: 718. Reactant: [CH:1]1[C:2]([C:10]([O:12][CH2:13][CH3:14])=[O:11])=[CH:3][N:4]2[C:9]=1[CH:8]=[CH:7][CH:6]=[CH:5]2.F[B-](F)(F)F.C1(P(C2CCCC2)C2CCCC2)CCCC1.C([O-])([O-])=O.[Cs+].[Cs+].Cl[C:43]1[CH:48]=[N:47][CH:46]=[CH:45][N:44]=1. (3) Reactant: [C:1]([C:5]1[CH:9]=[C:8]([NH:10][C:11](=[O:19])OC2C=CC=CC=2)[N:7]([CH3:20])[N:6]=1)([CH3:4])([CH3:3])[CH3:2].[CH3:21][O:22][C:23]1[CH:24]=[C:25]2[C:30](=[CH:31][C:32]=1[O:33][CH2:34][CH2:35][O:36][CH3:37])[N:29]=[CH:28][N:27]=[C:26]2[O:38][C:39]1[CH:40]=[C:41]([CH:43]=[CH:44][CH:45]=1)[NH2:42].C(N(C(C)C)CC)(C)C. Product: [C:1]([C:5]1[CH:9]=[C:8]([NH:10][C:11]([NH:42][C:41]2[CH:43]=[CH:44][CH:45]=[C:39]([O:38][C:26]3[C:25]4[C:30](=[CH:31][C:32]([O:33][CH2:34][CH2:35][O:36][CH3:37])=[C:23]([O:22][CH3:21])[CH:24]=4)[N:29]=[CH:28][N:27]=3)[CH:40]=2)=[O:19])[N:7]([CH3:20])[N:6]=1)([CH3:2])([CH3:3])[CH3:4]. The catalyst class is: 142.